From a dataset of Full USPTO retrosynthesis dataset with 1.9M reactions from patents (1976-2016). Predict the reactants needed to synthesize the given product. (1) Given the product [CH3:23][C:24]1[C:25]([C:11]2[CH2:10][CH2:9][N:8]([C:6]([O:5][C:1]([CH3:4])([CH3:3])[CH3:2])=[O:7])[CH2:13][CH:12]=2)=[N:26][CH:27]=[CH:28][CH:29]=1, predict the reactants needed to synthesize it. The reactants are: [C:1]([O:5][C:6]([N:8]1[CH2:13][CH:12]=[C:11](OS(C(F)(F)F)(=O)=O)[CH2:10][CH2:9]1)=[O:7])([CH3:4])([CH3:3])[CH3:2].[Br-].[CH3:23][C:24]1[C:25]([Zn+])=[N:26][CH:27]=[CH:28][CH:29]=1. (2) Given the product [NH2:1][C:2]1[N:7]=[CH:6][N:5]=[C:4]2[N:8]([CH:12]([C:14]3[CH:15]=[C:16]4[N:21]([C:22]=3[N:23]3[CH2:27][CH2:26][CH2:25][C:24]3=[O:28])[CH:20]=[CH:19][CH:18]=[CH:17]4)[CH3:13])[N:9]=[C:10]([C:32]3[CH:33]=[C:34]([OH:36])[CH:35]=[C:30]([F:29])[CH:31]=3)[C:3]=12, predict the reactants needed to synthesize it. The reactants are: [NH2:1][C:2]1[N:7]=[CH:6][N:5]=[C:4]2[N:8]([CH:12]([C:14]3[CH:15]=[C:16]4[N:21]([C:22]=3[N:23]3[CH2:27][CH2:26][CH2:25][C:24]3=[O:28])[CH:20]=[CH:19][CH:18]=[CH:17]4)[CH3:13])[N:9]=[C:10](I)[C:3]=12.[F:29][C:30]1[CH:31]=[C:32](B(O)O)[CH:33]=[C:34]([OH:36])[CH:35]=1.CCO.C([O-])([O-])=O.[Na+].[Na+]. (3) Given the product [F:1][C:2]([F:19])([F:18])[C:3]1[CH:4]=[C:5]([C:13]2[N:27]=[C:25]([CH2:24][C:22]([OH:23])=[O:21])[O:26][C:14]=2[CH3:15])[CH:6]=[C:7]([C:9]([F:12])([F:11])[F:10])[CH:8]=1, predict the reactants needed to synthesize it. The reactants are: [F:1][C:2]([F:19])([F:18])[C:3]1[CH:4]=[C:5]([C:13](=O)[CH:14](Br)[CH3:15])[CH:6]=[C:7]([C:9]([F:12])([F:11])[F:10])[CH:8]=1.C[O:21][C:22]([CH2:24][C:25]([NH2:27])=[O:26])=[O:23]. (4) The reactants are: [NH2:1][C@H:2]1[CH2:6][CH2:5][N:4]([C:7]2[CH:16]=[CH:15][C:14]3[C:9](=[CH:10][CH:11]=[C:12]([Cl:27])[C:13]=3[NH:17][C:18](=[O:26])[CH2:19][CH:20]3[CH2:25][CH2:24][CH2:23][CH2:22][CH2:21]3)[N:8]=2)[CH2:3]1.C([O:30][C:31](=O)[NH:32][S:33]([CH3:36])(=[O:35])=[O:34])C. Given the product [Cl:27][C:12]1[C:13]([NH:17][C:18](=[O:26])[CH2:19][CH:20]2[CH2:25][CH2:24][CH2:23][CH2:22][CH2:21]2)=[C:14]2[C:9](=[CH:10][CH:11]=1)[N:8]=[C:7]([N:4]1[CH2:5][CH2:6][C@H:2]([NH:1][C:31]([NH:32][S:33]([CH3:36])(=[O:35])=[O:34])=[O:30])[CH2:3]1)[CH:16]=[CH:15]2, predict the reactants needed to synthesize it.